Dataset: Full USPTO retrosynthesis dataset with 1.9M reactions from patents (1976-2016). Task: Predict the reactants needed to synthesize the given product. (1) Given the product [Cl:18][C:15]1[CH:14]=[CH:13][C:12]([C@@:8]2([OH:11])[CH2:9][CH2:10][N:5]([C:3](=[O:4])[C@H:2]([NH:1][C:36]([C@H:32]3[CH2:33][CH2:34][CH2:35][C@@H:30]([C:29]4[N:25]([CH3:24])[N:26]=[N:27][N:28]=4)[CH2:31]3)=[O:37])[CH:21]([CH3:23])[CH3:22])[CH2:6][C:7]2([CH3:19])[CH3:20])=[CH:17][CH:16]=1, predict the reactants needed to synthesize it. The reactants are: [NH2:1][C@H:2]([CH:21]([CH3:23])[CH3:22])[C:3]([N:5]1[CH2:10][CH2:9][C@@:8]([C:12]2[CH:17]=[CH:16][C:15]([Cl:18])=[CH:14][CH:13]=2)([OH:11])[C:7]([CH3:20])([CH3:19])[CH2:6]1)=[O:4].[CH3:24][N:25]1[C:29]([C@@H:30]2[CH2:35][CH2:34][CH2:33][C@H:32]([C:36](O)=[O:37])[CH2:31]2)=[N:28][N:27]=[N:26]1.C1C=CC2N(O)N=NC=2C=1.C(Cl)CCl.C(N(CC)CC)C. (2) Given the product [Cl:1][C:2]1[C:7](=[O:8])[N:6]([CH3:9])[CH:5]=[C:4]([N:10]([CH:11]([C:17]2[CH:22]=[CH:21][C:20]([Cl:23])=[CH:19][CH:18]=2)[C:12]([O:14][CH2:15][CH3:16])=[O:13])[C:27](=[O:33])[CH2:26][C:25](=[O:24])[CH3:34])[CH:3]=1, predict the reactants needed to synthesize it. The reactants are: [Cl:1][C:2]1[C:7](=[O:8])[N:6]([CH3:9])[CH:5]=[C:4]([NH:10][CH:11]([C:17]2[CH:22]=[CH:21][C:20]([Cl:23])=[CH:19][CH:18]=2)[C:12]([O:14][CH2:15][CH3:16])=[O:13])[CH:3]=1.[O:24]=[C:25]([CH3:34])[CH2:26][C:27](=[O:33])SC(C)(C)C.